Predict the reaction yield, written as a fraction of the theoretical maximum amount of product (1.0 means a 100% yield; for example, 0.34 means a 34% yield). From a dataset of Reaction yield outcomes from USPTO patents with 853,638 reactions. (1) The yield is 0.770. The reactants are [C:1]1([Mg]Br)[CH:6]=[CH:5][CH:4]=[CH:3][CH:2]=1.[NH:9]1[C:19]2[C:14](=[CH:15][CH:16]=[CH:17][CH:18]=2)[C:12](=[O:13])[C:10]1=[O:11]. The catalyst is C1COCC1. The product is [OH:13][C:12]1([C:14]2[CH:19]=[CH:18][CH:17]=[CH:16][CH:15]=2)[C:6]2[C:1](=[CH:2][CH:3]=[CH:4][CH:5]=2)[NH:9][C:10]1=[O:11]. (2) The reactants are [C:1]([O:5][C:6](=[O:11])[NH:7][CH2:8][CH2:9][SH:10])([CH3:4])([CH3:3])[CH3:2].C([O-])([O-])=O.[Cs+].[Cs+].[CH3:18][O:19][C:20]([C:22]1[CH:27]=[CH:26][CH:25]=[C:24]([C:28]2[CH:29]=[N:30][N:31]([CH2:33][CH2:34][CH2:35]Cl)[CH:32]=2)[N:23]=1)=[O:21]. The catalyst is CN(C=O)C.O. The product is [CH3:18][O:19][C:20]([C:22]1[CH:27]=[CH:26][CH:25]=[C:24]([C:28]2[CH:29]=[N:30][N:31]([CH2:33][CH2:34][CH2:35][S:10][CH2:9][CH2:8][NH:7][C:6]([O:5][C:1]([CH3:4])([CH3:2])[CH3:3])=[O:11])[CH:32]=2)[N:23]=1)=[O:21]. The yield is 0.808. (3) The reactants are [CH2:1]([NH:8][C:9](=[O:16])[NH:10][O:11][CH2:12][C:13]([OH:15])=O)[C:2]1[CH:7]=[CH:6][CH:5]=[CH:4][CH:3]=1.OC1C2N=NNC=2C=CC=1.C(N=C=NCCCN(C)C)C.[NH2:38][C@@H:39]([CH3:58])[C:40]([N:42]([CH2:51][C:52]1[CH:57]=[CH:56][CH:55]=[CH:54][CH:53]=1)[CH2:43][CH:44]([O:48][CH2:49][CH3:50])[O:45][CH2:46][CH3:47])=[O:41]. The catalyst is ClCCl.CN(C)C1C=CN=CC=1. The product is [CH2:51]([N:42]([CH2:43][CH:44]([O:45][CH2:46][CH3:47])[O:48][CH2:49][CH3:50])[C:40](=[O:41])[C@@H:39]([NH:38][C:13](=[O:15])[CH2:12][O:11][NH:10][C:9]([NH:8][CH2:1][C:2]1[CH:3]=[CH:4][CH:5]=[CH:6][CH:7]=1)=[O:16])[CH3:58])[C:52]1[CH:53]=[CH:54][CH:55]=[CH:56][CH:57]=1. The yield is 0.800. (4) The reactants are [O:1]=[S:2]1(=[O:32])[C:8]2[CH:9]=[CH:10][CH:11]=[CH:12][C:7]=2[CH2:6][N:5]([C:13]2[CH:22]=[C:21]([N:23]3[CH2:27][CH2:26][CH:25]([C:28](Cl)=[O:29])[CH2:24]3)[C:20]3[C:15](=[CH:16][CH:17]=[C:18]([CH3:31])[CH:19]=3)[N:14]=2)[CH2:4][CH2:3]1.[NH3:33]. The catalyst is ClCCl. The product is [O:1]=[S:2]1(=[O:32])[C:8]2[CH:9]=[CH:10][CH:11]=[CH:12][C:7]=2[CH2:6][N:5]([C:13]2[CH:22]=[C:21]([N:23]3[CH2:27][CH2:26][CH:25]([C:28]([NH2:33])=[O:29])[CH2:24]3)[C:20]3[C:15](=[CH:16][CH:17]=[C:18]([CH3:31])[CH:19]=3)[N:14]=2)[CH2:4][CH2:3]1. The yield is 0.135.